This data is from Catalyst prediction with 721,799 reactions and 888 catalyst types from USPTO. The task is: Predict which catalyst facilitates the given reaction. (1) Reactant: [CH:1]1([O:5][C:6]2[N:11]=[CH:10][C:9]([NH2:12])=[CH:8][CH:7]=2)[CH2:4][CH2:3][CH2:2]1.C([O-])([O-])=O.[Ca+2].Cl[C:19]([O:21][C:22]1[CH:27]=[CH:26][C:25]([N+:28]([O-:30])=[O:29])=[CH:24][CH:23]=1)=[O:20].C(Cl)Cl.CO. Product: [N+:28]([C:25]1[CH:24]=[CH:23][C:22]([O:21][C:19](=[O:20])[NH:12][C:9]2[CH:10]=[N:11][C:6]([O:5][CH:1]3[CH2:2][CH2:3][CH2:4]3)=[CH:7][CH:8]=2)=[CH:27][CH:26]=1)([O-:30])=[O:29]. The catalyst class is: 11. (2) Reactant: [CH3:1][N:2]1[CH2:11][CH2:10][C:9]2[C:4](=[CH:5][C:6]([NH2:15])=[C:7]([N+:12]([O-:14])=O)[CH:8]=2)[CH2:3]1.[N:16]#[C:17][NH2:18].[CH]Cl.[OH-].[Na+]. Product: [CH3:1][N:2]1[CH2:11][CH2:10][C:9]2[CH:8]=[C:7]3[N+:12]([O-:14])=[N:16][C:17]([NH2:18])=[N:15][C:6]3=[CH:5][C:4]=2[CH2:3]1. The catalyst class is: 6. (3) Reactant: C([O:8][C:9]1[CH:14]=[CH:13][C:12]([N:15]([CH3:60])[C:16]([C:18]2[CH:19]=[C:20]([C:27]3[CH:28]=[C:29]4[C:34](=[CH:35][C:36]=3[C:37]([N:39]3[C@H:48]([CH3:49])[CH2:47][C:46]5[C:41](=[CH:42][CH:43]=[CH:44][CH:45]=5)[CH2:40]3)=[O:38])[CH2:33][N:32]([C:50]([N:52]([CH3:59])[C:53]3[CH:58]=[CH:57][CH:56]=[CH:55][CH:54]=3)=[O:51])[CH2:31][CH2:30]4)[N:21]3[C:26]=2[CH2:25][CH2:24][CH2:23][CH2:22]3)=[O:17])=[CH:11][CH:10]=1)C1C=CC=CC=1. Product: [OH:8][C:9]1[CH:14]=[CH:13][C:12]([N:15]([CH3:60])[C:16]([C:18]2[CH:19]=[C:20]([C:27]3[CH:28]=[C:29]4[C:34](=[CH:35][C:36]=3[C:37]([N:39]3[C@H:48]([CH3:49])[CH2:47][C:46]5[C:41](=[CH:42][CH:43]=[CH:44][CH:45]=5)[CH2:40]3)=[O:38])[CH2:33][N:32]([C:50]([N:52]([CH3:59])[C:53]3[CH:54]=[CH:55][CH:56]=[CH:57][CH:58]=3)=[O:51])[CH2:31][CH2:30]4)[N:21]3[C:26]=2[CH2:25][CH2:24][CH2:23][CH2:22]3)=[O:17])=[CH:11][CH:10]=1. The catalyst class is: 29. (4) Reactant: CO.[N+:3]([C:6]1[N:10]([CH:11]2[CH2:16][CH2:15][CH2:14][CH2:13][O:12]2)[N:9]=[C:8]([C:17]([NH:19][C:20]2[CH:24]=[C:23]([C:25]3[CH:30]=[CH:29][C:28]([CH3:31])=[CH:27][CH:26]=3)[N:22]([CH:32]3[CH2:37][CH2:36][CH2:35][CH2:34][O:33]3)[N:21]=2)=[O:18])[CH:7]=1)([O-])=O. Product: [NH2:3][C:6]1[N:10]([CH:11]2[CH2:16][CH2:15][CH2:14][CH2:13][O:12]2)[N:9]=[C:8]([C:17]([NH:19][C:20]2[CH:24]=[C:23]([C:25]3[CH:30]=[CH:29][C:28]([CH3:31])=[CH:27][CH:26]=3)[N:22]([CH:32]3[CH2:37][CH2:36][CH2:35][CH2:34][O:33]3)[N:21]=2)=[O:18])[CH:7]=1. The catalyst class is: 123.